Dataset: Reaction yield outcomes from USPTO patents with 853,638 reactions. Task: Predict the reaction yield, written as a fraction of the theoretical maximum amount of product (1.0 means a 100% yield; for example, 0.34 means a 34% yield). The reactants are [Cl:1][C:2]1[CH:3]=[C:4]([CH:8]=[C:9]([Cl:12])[C:10]=1[OH:11])[C:5]([OH:7])=O.C(N(CC)CC)C.Cl.CN(C)CCCN=C=NCC.OC1C=CC=C[N+]=1[O-].[CH:40]1[C:53]2[N:52]([CH2:54][C:55]([NH:57][NH2:58])=[O:56])[C:51]3[C:46](=[CH:47][CH:48]=[CH:49][CH:50]=3)[S:45][C:44]=2[CH:43]=[CH:42][CH:41]=1. The catalyst is CN(C=O)C.O. The product is [CH:50]1[C:51]2[N:52]([CH2:54][C:55]([NH:57][NH:58][C:5](=[O:7])[C:4]3[CH:8]=[C:9]([Cl:12])[C:10]([OH:11])=[C:2]([Cl:1])[CH:3]=3)=[O:56])[C:53]3[C:44](=[CH:43][CH:42]=[CH:41][CH:40]=3)[S:45][C:46]=2[CH:47]=[CH:48][CH:49]=1. The yield is 0.900.